From a dataset of Peptide-MHC class I binding affinity with 185,985 pairs from IEDB/IMGT. Regression. Given a peptide amino acid sequence and an MHC pseudo amino acid sequence, predict their binding affinity value. This is MHC class I binding data. The peptide sequence is LIVRLNQCM. The MHC is HLA-A02:01 with pseudo-sequence HLA-A02:01. The binding affinity (normalized) is 0.0854.